Dataset: Catalyst prediction with 721,799 reactions and 888 catalyst types from USPTO. Task: Predict which catalyst facilitates the given reaction. (1) Reactant: C(N(CC)CC)C.[C:8]([C:10]1[CH:18]=[C:17]2[C:13]([C:14]([CH:26]=[O:27])=[CH:15][N:16]2C(OC(C)(C)C)=O)=[CH:12][CH:11]=1)#[N:9].[CH:28](=[N:35][C:36]1[CH:41]=[CH:40][CH:39]=[C:38]([O:42][CH3:43])[CH:37]=1)[C:29]1[CH:34]=[CH:33][CH:32]=[CH:31][CH:30]=1. Product: [CH3:43][O:42][C:38]1[CH:37]=[C:36]([NH:35][CH:28]([C:29]2[CH:34]=[CH:33][CH:32]=[CH:31][CH:30]=2)[C:26]([C:14]2[C:13]3[C:17](=[CH:18][C:10]([C:8]#[N:9])=[CH:11][CH:12]=3)[NH:16][CH:15]=2)=[O:27])[CH:41]=[CH:40][CH:39]=1. The catalyst class is: 433. (2) Reactant: [OH-].[Li+].[C:3]([C:5]1[CH:6]=[C:7]([C:15]2[N:20]=[CH:19][C:18]([C:21]3[C:22]([CH2:36][CH3:37])=[C:23]([CH2:27][CH2:28][N:29]([CH3:35])[CH2:30][C:31]([O:33]C)=[O:32])[CH:24]=[CH:25][CH:26]=3)=[CH:17][N:16]=2)[CH:8]=[CH:9][C:10]=1[CH2:11][CH:12]([CH3:14])[CH3:13])#[N:4].C(O)(C)C.O. Product: [C:3]([C:5]1[CH:6]=[C:7]([C:15]2[N:16]=[CH:17][C:18]([C:21]3[C:22]([CH2:36][CH3:37])=[C:23]([CH2:27][CH2:28][N:29]([CH3:35])[CH2:30][C:31]([OH:33])=[O:32])[CH:24]=[CH:25][CH:26]=3)=[CH:19][N:20]=2)[CH:8]=[CH:9][C:10]=1[CH2:11][CH:12]([CH3:14])[CH3:13])#[N:4]. The catalyst class is: 52. (3) Reactant: Br[CH:2]([C:4]1[C:13]([C:14]2[CH:19]=[CH:18][CH:17]=[CH:16][CH:15]=2)=[C:12]([C:20]([O:22][CH3:23])=[O:21])[C:11]2[C:6](=[CH:7][CH:8]=[C:9]([F:24])[CH:10]=2)[N:5]=1)[CH3:3].[N-:25]=[N+:26]=[N-:27].[Na+]. Product: [N:25]([CH:2]([C:4]1[C:13]([C:14]2[CH:19]=[CH:18][CH:17]=[CH:16][CH:15]=2)=[C:12]([C:20]([O:22][CH3:23])=[O:21])[C:11]2[C:6](=[CH:7][CH:8]=[C:9]([F:24])[CH:10]=2)[N:5]=1)[CH3:3])=[N+:26]=[N-:27]. The catalyst class is: 18.